Dataset: Reaction yield outcomes from USPTO patents with 853,638 reactions. Task: Predict the reaction yield, written as a fraction of the theoretical maximum amount of product (1.0 means a 100% yield; for example, 0.34 means a 34% yield). (1) The reactants are [NH2:1][C:2]1[CH:3]=[N:4][N:5]([CH3:22])[C:6]=1[N:7]1[CH2:12][CH2:11][CH2:10][C@H:9]([CH2:13][NH:14]C(=O)OC(C)(C)C)[CH2:8]1.C(OC([NH:30][C:31]1[S:35][C:34]([C:36]2[C:41]([F:42])=[CH:40][CH:39]=[CH:38][C:37]=2[F:43])=[N:33][C:32]=1[C:44](O)=[O:45])=O)(C)(C)C.CN(C(ON1N=NC2C=CC=NC1=2)=[N+](C)C)C.F[P-](F)(F)(F)(F)F. No catalyst specified. The product is [NH2:30][C:31]1[S:35][C:34]([C:36]2[C:41]([F:42])=[CH:40][CH:39]=[CH:38][C:37]=2[F:43])=[N:33][C:32]=1[C:44]([NH:1][C:2]1[CH:3]=[N:4][N:5]([CH3:22])[C:6]=1[N:7]1[CH2:12][CH2:11][CH2:10][C@@H:9]([CH2:13][NH2:14])[CH2:8]1)=[O:45]. The yield is 0.0620. (2) The reactants are [CH3:1][C:2]1([CH3:16])[CH2:8][CH2:7][CH2:6][NH:5][C:4]2[CH:9]=[C:10]([N+:13]([O-:15])=[O:14])[CH:11]=[CH:12][C:3]1=2.N1C=CC=CC=1.[C:23]1(=[O:37])[N:27]([CH2:28][C:29](Cl)=[O:30])[C:26](=[O:32])[C:25]2=[CH:33][CH:34]=[CH:35][CH:36]=[C:24]12. The catalyst is CN(C)C1C=CN=CC=1.ClCCCl. The product is [CH3:1][C:2]1([CH3:16])[CH2:8][CH2:7][CH2:6][N:5]([C:29](=[O:30])[CH2:28][N:27]2[C:23](=[O:37])[C:24]3[C:25](=[CH:33][CH:34]=[CH:35][CH:36]=3)[C:26]2=[O:32])[C:4]2[CH:9]=[C:10]([N+:13]([O-:15])=[O:14])[CH:11]=[CH:12][C:3]1=2. The yield is 0.550. (3) The reactants are [C:1]([C:3]1[C:8]([F:9])=[CH:7][C:6]([N+:10]([O-])=O)=[CH:5][N:4]=1)#[N:2].CCOC(C)=O.CC(O)=O. The catalyst is [Fe].CCOCC. The product is [NH2:10][C:6]1[CH:7]=[C:8]([F:9])[C:3]([C:1]#[N:2])=[N:4][CH:5]=1. The yield is 0.940. (4) The reactants are [Br:1][C:2]1[CH:7]=[CH:6][C:5]([C:8]2[NH:12][C:11]([C@@H:13]3[CH2:17][C@@H:16](O)[CH2:15][N:14]3[C:19]([O:21][CH2:22][C:23]3[CH:28]=[CH:27][CH:26]=[CH:25][CH:24]=3)=[O:20])=[N:10][CH:9]=2)=[CH:4][CH:3]=1.COCCN(S(F)(F)[F:39])CCOC.C(=O)(O)[O-].[Na+]. The catalyst is C(Cl)Cl. The product is [Br:1][C:2]1[CH:7]=[CH:6][C:5]([C:8]2[NH:12][C:11]([C@@H:13]3[CH2:17][C@H:16]([F:39])[CH2:15][N:14]3[C:19]([O:21][CH2:22][C:23]3[CH:28]=[CH:27][CH:26]=[CH:25][CH:24]=3)=[O:20])=[N:10][CH:9]=2)=[CH:4][CH:3]=1. The yield is 0.620. (5) The reactants are [Cl:1][C:2]1[C:7]([O:8][CH2:9][C:10]#[CH:11])=[CH:6][C:5]([NH:12][C:13](=O)[CH:14]=[N:15][O:16][CH3:17])=[C:4]([F:19])[CH:3]=1.P(Cl)(Cl)(Cl)(Cl)Cl.[NH:26]1[CH2:30][CH2:29][CH2:28][CH2:27]1. The catalyst is C1C=CC=CC=1.ClCCl. The product is [CH3:17][O:16][N:15]=[CH:14][C:13](=[N:12][C:5]1[CH:6]=[C:7]([O:8][CH2:9][C:10]#[CH:11])[C:2]([Cl:1])=[CH:3][C:4]=1[F:19])[N:26]1[CH2:30][CH2:29][CH2:28][CH2:27]1. The yield is 0.640.